From a dataset of Full USPTO retrosynthesis dataset with 1.9M reactions from patents (1976-2016). Predict the reactants needed to synthesize the given product. Given the product [Cl:1][C:2]1[CH:24]=[CH:23][C:5]([CH2:6][NH:7][C:8]([C:10]2[C:11](=[O:22])[C:12]3[CH:19]=[C:18]([CH2:20][N:35]([CH2:36][CH:37]([OH:38])[C:39]4[O:40][C:41]([CH3:44])=[CH:42][CH:43]=4)[CH3:34])[S:17][C:13]=3[N:14]([CH3:16])[CH:15]=2)=[O:9])=[CH:4][CH:3]=1, predict the reactants needed to synthesize it. The reactants are: [Cl:1][C:2]1[CH:24]=[CH:23][C:5]([CH2:6][NH:7][C:8]([C:10]2[C:11](=[O:22])[C:12]3[CH:19]=[C:18]([CH2:20]Cl)[S:17][C:13]=3[N:14]([CH3:16])[CH:15]=2)=[O:9])=[CH:4][CH:3]=1.C(N(CC)C(C)C)(C)C.[CH3:34][NH:35][CH2:36][CH:37]([C:39]1[O:40][C:41]([CH3:44])=[CH:42][CH:43]=1)[OH:38].O.